Task: Predict the reactants needed to synthesize the given product.. Dataset: Full USPTO retrosynthesis dataset with 1.9M reactions from patents (1976-2016) (1) Given the product [O:15]=[C:11]1[CH:10]=[C:9]([C:6]2[N:7]=[N:8][C:3]([C:2]([F:1])([F:16])[F:17])=[CH:4][CH:5]=2)[CH:14]=[CH:13][N:12]1[C:19]1[CH:20]=[CH:21][C:22]2[C:23]3[CH2:42][CH2:41][N:40]([C:43]([O:45][C:46]([CH3:49])([CH3:48])[CH3:47])=[O:44])[CH2:39][CH2:38][C:24]=3[N:25]([S:28]([C:31]3[CH:32]=[CH:33][C:34]([CH3:35])=[CH:36][CH:37]=3)(=[O:30])=[O:29])[C:26]=2[CH:27]=1, predict the reactants needed to synthesize it. The reactants are: [F:1][C:2]([F:17])([F:16])[C:3]1[N:8]=[N:7][C:6]([C:9]2[CH:14]=[CH:13][NH:12][C:11](=[O:15])[CH:10]=2)=[CH:5][CH:4]=1.Br[C:19]1[CH:20]=[CH:21][C:22]2[C:23]3[CH2:42][CH2:41][N:40]([C:43]([O:45][C:46]([CH3:49])([CH3:48])[CH3:47])=[O:44])[CH2:39][CH2:38][C:24]=3[N:25]([S:28]([C:31]3[CH:37]=[CH:36][C:34]([CH3:35])=[CH:33][CH:32]=3)(=[O:30])=[O:29])[C:26]=2[CH:27]=1.OC1C=CC=C2C=1N=CC=C2.C([O-])([O-])=O.[Cs+].[Cs+]. (2) Given the product [F:14][C:7]1[CH:8]=[C:9]([CH:12]=[CH:13][C:6]=1[O:5][C:4]1[CH:15]=[CH:16][C:17]([CH:18]=[O:19])=[C:2]([B:20]2[O:24][C:23]([CH3:26])([CH3:25])[C:22]([CH3:28])([CH3:27])[O:21]2)[CH:3]=1)[C:10]#[N:11], predict the reactants needed to synthesize it. The reactants are: Br[C:2]1[CH:3]=[C:4]([CH:15]=[CH:16][C:17]=1[CH:18]=[O:19])[O:5][C:6]1[CH:13]=[CH:12][C:9]([C:10]#[N:11])=[CH:8][C:7]=1[F:14].[B:20]1([B:20]2[O:24][C:23]([CH3:26])([CH3:25])[C:22]([CH3:28])([CH3:27])[O:21]2)[O:24][C:23]([CH3:26])([CH3:25])[C:22]([CH3:28])([CH3:27])[O:21]1.CC([O-])=O.[K+].N#N. (3) Given the product [CH3:24][N:15]1[C:10]2[NH:11][CH2:12][CH2:13][S:14][CH:8]([C:7]3[CH:6]=[CH:5][C:4]([O:25][CH2:40][C:39]4[C:34]([CH3:33])=[N:35][CH:36]=[CH:37][CH:38]=4)=[CH:3][C:2]=3[CH3:1])[C:9]=2[C:17]([C:18]2[CH:23]=[CH:22][CH:21]=[CH:20][N:19]=2)=[N:16]1, predict the reactants needed to synthesize it. The reactants are: [CH3:1][C:2]1[CH:3]=[C:4]([OH:25])[CH:5]=[CH:6][C:7]=1[CH:8]1[S:14][CH2:13][CH2:12][NH:11][C:10]2[N:15]([CH3:24])[N:16]=[C:17]([C:18]3[CH:23]=[CH:22][CH:21]=[CH:20][N:19]=3)[C:9]1=2.C(=O)([O-])[O-].[K+].[K+].Cl.[CH3:33][C:34]1[C:39]([CH2:40]Cl)=[CH:38][CH:37]=[CH:36][N:35]=1. (4) Given the product [CH3:31][O:30][C:25]1[CH:26]=[CH:27][CH:28]=[CH:29][C:24]=1[S:21]([NH:20][CH2:19][C:14]1[CH:15]=[CH:16][CH:17]=[CH:18][C:13]=1[C:5]1[CH:6]=[CH:7][CH:8]=[C:3]([S:2][CH3:1])[CH:4]=1)(=[O:22])=[O:23], predict the reactants needed to synthesize it. The reactants are: [CH3:1][S:2][C:3]1[CH:4]=[C:5](B(O)O)[CH:6]=[CH:7][CH:8]=1.Br[C:13]1[CH:18]=[CH:17][CH:16]=[CH:15][C:14]=1[CH2:19][NH:20][S:21]([C:24]1[CH:29]=[CH:28][CH:27]=[CH:26][C:25]=1[O:30][CH3:31])(=[O:23])=[O:22].C([O-])([O-])=O.[Na+].[Na+]. (5) Given the product [Br:25][C:7]1[CH:8]=[C:9]([C:12]([NH:14][CH2:15][C:16]2[CH:24]=[CH:23][CH:22]=[C:21]3[C:17]=2[CH:18]=[CH:19][NH:20]3)=[O:13])[CH:10]=[CH:11][C:6]=1[C:5]([OH:26])=[O:4], predict the reactants needed to synthesize it. The reactants are: [OH-].[Na+].C[O:4][C:5](=[O:26])[C:6]1[CH:11]=[CH:10][C:9]([C:12]([NH:14][CH2:15][C:16]2[CH:24]=[CH:23][CH:22]=[C:21]3[C:17]=2[CH:18]=[CH:19][NH:20]3)=[O:13])=[CH:8][C:7]=1[Br:25]. (6) Given the product [C:1]([C:4]1[CH:9]=[C:8]([Cl:10])[C:7]([C:21]#[N:22])=[C:6]([CH:12]2[CH2:13][C:14](=[O:17])[NH:15][CH2:16]2)[C:5]=1[O:18][CH2:19][CH3:20])(=[O:3])[CH3:2], predict the reactants needed to synthesize it. The reactants are: [C:1]([C:4]1[C:5]([O:18][CH2:19][CH3:20])=[C:6]([CH:12]2[CH2:16][NH:15][C:14](=[O:17])[CH2:13]2)[C:7](F)=[C:8]([Cl:10])[CH:9]=1)(=[O:3])[CH3:2].[C-:21]#[N:22].[Na+].O. (7) Given the product [CH3:11][O:10][C:9]1[CH:8]=[CH:7][C:6]([NH2:12])=[N:5][C:4]=1[CH2:1][CH2:2][CH3:3], predict the reactants needed to synthesize it. The reactants are: [CH2:1]([C:4]1[C:9]([O:10][CH3:11])=[CH:8][CH:7]=[C:6]([N+:12]([O-])=O)[N:5]=1)[CH:2]=[CH2:3].